The task is: Predict the reaction yield, written as a fraction of the theoretical maximum amount of product (1.0 means a 100% yield; for example, 0.34 means a 34% yield).. This data is from Reaction yield outcomes from USPTO patents with 853,638 reactions. (1) The reactants are [Br:1][C:2]1[CH:7]=[CH:6][C:5]([CH2:8][NH:9][S:10]([CH2:13][C:14]2[CH:19]=[CH:18][CH:17]=[CH:16][CH:15]=2)(=[O:12])=[O:11])=[C:4]([F:20])[CH:3]=1.[H-].[Na+].FC(F)(F)S(O[CH2:29][C:30]([F:33])([F:32])[F:31])(=O)=O.O. The catalyst is CN(C)C(=O)C.CCOC(C)=O. The product is [Br:1][C:2]1[CH:7]=[CH:6][C:5]([CH2:8][N:9]([CH2:29][C:30]([F:33])([F:32])[F:31])[S:10]([CH2:13][C:14]2[CH:15]=[CH:16][CH:17]=[CH:18][CH:19]=2)(=[O:12])=[O:11])=[C:4]([F:20])[CH:3]=1. The yield is 0.890. (2) The reactants are [F:1][CH:2]([F:20])[C:3]1[N:4]([C:9]2[C:18]3[C:13](=[CH:14][CH:15]=[CH:16][CH:17]=3)[C:12]([CH3:19])=[CH:11][CH:10]=2)[C:5]([SH:8])=[N:6][N:7]=1.C([O-])([O-])=O.[K+].[K+].C[CH2:28][C:29]([NH:31][C:32]1[CH:37]=[CH:36][C:35]([S:38](=[O:41])(=[O:40])[NH2:39])=[CH:34][C:33]=1[CH3:42])=[O:30].O. The catalyst is CN(C=O)C. The product is [F:20][CH:2]([F:1])[C:3]1[N:4]([C:9]2[C:18]3[C:13](=[CH:14][CH:15]=[CH:16][CH:17]=3)[C:12]([CH3:19])=[CH:11][CH:10]=2)[C:5]([S:8][CH2:28][C:29]([NH:31][C:32]2[CH:37]=[CH:36][C:35]([S:38](=[O:41])(=[O:40])[NH2:39])=[CH:34][C:33]=2[CH3:42])=[O:30])=[N:6][N:7]=1. The yield is 0.830. (3) The reactants are [CH3:1][O:2][C:3](=[O:14])[CH:4](P(OCC)(OCC)=O)[CH3:5].[H-].[Na+].[C:17]([O:21][C:22]([C:24]1[S:25][C:26]([CH:29]=O)=[CH:27][CH:28]=1)=[O:23])([CH3:20])([CH3:19])[CH3:18]. The catalyst is O1CCCC1. The product is [C:17]([O:21][C:22]([C:24]1[S:25][C:26](/[CH:29]=[C:4](/[C:3]([O:2][CH3:1])=[O:14])\[CH3:5])=[CH:27][CH:28]=1)=[O:23])([CH3:20])([CH3:19])[CH3:18]. The yield is 0.900.